From a dataset of Forward reaction prediction with 1.9M reactions from USPTO patents (1976-2016). Predict the product of the given reaction. (1) The product is: [CH:51]([O:53][C@@H:54]1[CH2:59][CH2:58][CH2:57][N:56]([C:60]2[N:61]=[C:62]3[CH:79]=[C:78](/[CH:80]=[CH:81]/[C:82]4[S:83][CH:84]=[C:85]([CH:87]([CH3:89])[CH3:88])[N:86]=4)[CH:77]=[CH:76][N:63]3[C:64](=[O:75])[C:65]=2/[CH:66]=[CH:67]/[C:68]([O:70][C:71]([CH3:74])([CH3:73])[CH3:72])=[O:69])[CH2:55]1)=[O:52]. Given the reactants OC1N=C2C=C(/C=C/C3SC=C(C(C)C)N=3)C=CN2C(=O)C=1.OC1CCCN(C2N=C3C=C(/C=C/C4SC=C(C(C)C)N=4)C=CN3C(=O)C=2)C1.[CH:51]([O:53][CH:54]1[CH2:59][CH2:58][CH2:57][N:56]([C:60]2[N:61]=[C:62]3[CH:79]=[C:78](/[CH:80]=[CH:81]/[C:82]4[S:83][CH:84]=[C:85]([CH:87]([CH3:89])[CH3:88])[N:86]=4)[CH:77]=[CH:76][N:63]3[C:64](=[O:75])[C:65]=2/[CH:66]=[CH:67]/[C:68]([O:70][C:71]([CH3:74])([CH3:73])[CH3:72])=[O:69])[CH2:55]1)=[O:52], predict the reaction product. (2) Given the reactants [CH3:1][O:2][CH2:3][CH2:4][O:5][C:6]1[CH:14]=[C:13]2[C:9]([C:10]([CH:15]([C:21]3[C:22]([CH3:38])=[C:23]([NH:27][C:28](=[O:37])[O:29][CH2:30][C:31]4[CH:36]=[CH:35][CH:34]=[CH:33][CH:32]=4)[CH:24]=[CH:25][CH:26]=3)[CH:16]([N+:18]([O-])=O)[CH3:17])=[CH:11][NH:12]2)=[CH:8][CH:7]=1.C([O-])(=O)C.[NH4+], predict the reaction product. The product is: [NH2:18][CH:16]([CH3:17])[CH:15]([C:21]1[C:22]([CH3:38])=[C:23]([NH:27][C:28](=[O:37])[O:29][CH2:30][C:31]2[CH:36]=[CH:35][CH:34]=[CH:33][CH:32]=2)[CH:24]=[CH:25][CH:26]=1)[C:10]1[C:9]2[C:13](=[CH:14][C:6]([O:5][CH2:4][CH2:3][O:2][CH3:1])=[CH:7][CH:8]=2)[NH:12][CH:11]=1.